The task is: Predict the reaction yield, written as a fraction of the theoretical maximum amount of product (1.0 means a 100% yield; for example, 0.34 means a 34% yield).. This data is from Reaction yield outcomes from USPTO patents with 853,638 reactions. (1) The reactants are [C:1]([OH:7])(=[O:6])[CH2:2][CH2:3][C:4]#[CH:5].[Cl:8][C:9]1[CH:14]=[CH:13][CH:12]=[CH:11][C:10]=1O. No catalyst specified. The product is [C:1]([O:7][C:10]1[CH:11]=[CH:12][CH:13]=[CH:14][C:9]=1[Cl:8])(=[O:6])[CH2:2][CH2:3][C:4]#[CH:5]. The yield is 0.870. (2) The reactants are [F:1][C:2]1[C:7]([N:8]2[C:12](SC3C=CC=C(C)C=3)=[CH:11][C:10]([C:21]([O:23][CH2:24][CH3:25])=[O:22])=[N:9]2)=[CH:6][CH:5]=[CH:4][N:3]=1.Cl[C:27]1[CH:32]=[CH:31][CH:30]=[C:29]([C:33](OO)=O)[CH:28]=1.[S:37]([O-:41])([O-])(=[O:39])=S.[Na+].[Na+]. The catalyst is C(OCC)(=O)C. The product is [F:1][C:2]1[C:7]([N:8]2[C:12]([S:37]([C:27]3[CH:32]=[CH:31][CH:30]=[C:29]([CH3:33])[CH:28]=3)(=[O:41])=[O:39])=[CH:11][C:10]([C:21]([O:23][CH2:24][CH3:25])=[O:22])=[N:9]2)=[CH:6][CH:5]=[CH:4][N:3]=1. The yield is 0.620. (3) The reactants are Br[CH2:2][CH2:3][O:4][C:5]1[CH:10]=[CH:9][C:8]([C:11]2[N:12]([CH2:24][CH3:25])[C:13]3[C:18]([C:19]=2[C:20]#[N:21])=[CH:17][CH:16]=[C:15]([O:22][CH3:23])[CH:14]=3)=[CH:7][CH:6]=1.[N-:26]=[N+:27]=[N-:28].[Na+]. The catalyst is CO. The product is [N:26]([CH2:2][CH2:3][O:4][C:5]1[CH:10]=[CH:9][C:8]([C:11]2[N:12]([CH2:24][CH3:25])[C:13]3[C:18]([C:19]=2[C:20]#[N:21])=[CH:17][CH:16]=[C:15]([O:22][CH3:23])[CH:14]=3)=[CH:7][CH:6]=1)=[N+:27]=[N-:28]. The yield is 0.800. (4) The reactants are O.[SH-].[Na+].[Cl:4][CH2:5][C:6]1([CH3:15])[O:10][N:9]=[C:8]([S:11]([CH3:14])(=O)=O)[CH2:7]1.C(=O)([O-])[O-].[K+].[K+].C(S([O-])=O)O.[Na+].BrC[C:30]1[C:31]([C:37]([F:40])([F:39])[F:38])=[N:32][N:33]([CH3:36])[C:34]=1[Cl:35]. The catalyst is CN(C)C=O.C(OCC)(=O)C.O. The product is [Cl:35][C:34]1[N:33]([CH3:36])[N:32]=[C:31]([C:37]([F:40])([F:39])[F:38])[C:30]=1[CH2:14][S:11][C:8]1[CH2:7][C:6]([CH2:5][Cl:4])([CH3:15])[O:10][N:9]=1. The yield is 1.00.